This data is from Forward reaction prediction with 1.9M reactions from USPTO patents (1976-2016). The task is: Predict the product of the given reaction. The product is: [Br:1][C:2]1[CH:3]=[N:4][C:5]2[N:6]([N:8]=[C:9]([C:11]([N:21]3[CH2:20][CH2:19][C:18]4[C:23](=[CH:24][C:25]([O:26][CH3:27])=[C:16]([O:15][CH3:14])[CH:17]=4)[CH2:22]3)=[O:13])[CH:10]=2)[CH:7]=1. Given the reactants [Br:1][C:2]1[CH:3]=[N:4][C:5]2[N:6]([N:8]=[C:9]([C:11]([OH:13])=O)[CH:10]=2)[CH:7]=1.[CH3:14][O:15][C:16]1[CH:17]=[C:18]2[C:23](=[CH:24][C:25]=1[O:26][CH3:27])[CH2:22][NH:21][CH2:20][CH2:19]2, predict the reaction product.